This data is from Catalyst prediction with 721,799 reactions and 888 catalyst types from USPTO. The task is: Predict which catalyst facilitates the given reaction. (1) Reactant: [Cl:1][C:2]1[CH:3]=[CH:4][C:5]([NH:11][C:12](=[O:15])[CH2:13]Cl)=[C:6]([CH:10]=1)[C:7]([OH:9])=[O:8].[CH:16]([N:29]1[CH2:34][CH2:33][NH:32][CH2:31][CH2:30]1)([C:23]1[CH:28]=[CH:27][CH:26]=[CH:25][CH:24]=1)[C:17]1[CH:22]=[CH:21][CH:20]=[CH:19][CH:18]=1.C(N(CC)C(C)C)(C)C.[I-].[Na+]. Product: [Cl:1][C:2]1[CH:3]=[CH:4][C:5]([NH:11][C:12](=[O:15])[CH2:13][N:32]2[CH2:33][CH2:34][N:29]([CH:16]([C:17]3[CH:22]=[CH:21][CH:20]=[CH:19][CH:18]=3)[C:23]3[CH:28]=[CH:27][CH:26]=[CH:25][CH:24]=3)[CH2:30][CH2:31]2)=[C:6]([CH:10]=1)[C:7]([OH:9])=[O:8]. The catalyst class is: 3. (2) Reactant: [Cl:1][C:2]1[CH:26]=[CH:25][C:5]2[NH:6][C:7]3[S:8][CH:9]=[CH:10][C:11]=3[C:12]([N:14]3[CH2:19][CH2:18][NH:17][C@@H:16]([CH2:20][CH2:21][CH2:22][O:23][CH3:24])[CH2:15]3)=[N:13][C:4]=2[CH:3]=1.C=O.[C:29](O[BH-](OC(=O)C)OC(=O)C)(=O)C.[Na+]. Product: [Cl:1][C:2]1[CH:26]=[CH:25][C:5]2[NH:6][C:7]3[S:8][CH:9]=[CH:10][C:11]=3[C:12]([N:14]3[CH2:19][CH2:18][N:17]([CH3:29])[C@@H:16]([CH2:20][CH2:21][CH2:22][O:23][CH3:24])[CH2:15]3)=[N:13][C:4]=2[CH:3]=1. The catalyst class is: 4. (3) Reactant: [OH:1][C:2]12[CH:11]3[CH2:12][C:13]4[C:18]5[C:7]1([CH2:8][CH2:9][N:10]3[CH3:22])[C:6]([CH2:23][OH:24])([O:19][C:17]=5[C:16]([O:20][CH3:21])=[CH:15][CH:14]=4)[C:5](=[O:25])[CH:4]=[CH:3]2. Product: [OH:1][C:2]12[CH:11]3[CH2:12][C:13]4[C:18]5[C:7]1([CH2:8][CH2:9][N:10]3[CH3:22])[C:6]([CH2:23][OH:24])([O:19][C:17]=5[C:16]([O:20][CH3:21])=[CH:15][CH:14]=4)[C:5](=[O:25])[CH2:4][CH2:3]2. The catalyst class is: 8. (4) Reactant: [CH3:1][Si:2]([CH3:30])([CH3:29])[CH2:3][CH2:4][O:5][CH2:6][N:7]1[C:11]2[N:12]=[CH:13][N:14]=[C:15]([C:16]3[CH:17]=[N:18][N:19]([CH:21]([CH2:27][CH3:28])[C:22](OCC)=[O:23])[CH:20]=3)[C:10]=2[CH:9]=[CH:8]1.[H-].C([Al+]CC(C)C)C(C)C.[OH-].[Na+].O. Product: [CH3:1][Si:2]([CH3:29])([CH3:30])[CH2:3][CH2:4][O:5][CH2:6][N:7]1[C:11]2[N:12]=[CH:13][N:14]=[C:15]([C:16]3[CH:17]=[N:18][N:19]([CH:21]([CH2:27][CH3:28])[CH:22]=[O:23])[CH:20]=3)[C:10]=2[CH:9]=[CH:8]1. The catalyst class is: 133. (5) Reactant: [Br:1][C:2]1[CH:22]=[CH:21][C:5]([O:6][CH:7]2[CH2:12][CH2:11][C:10]([CH2:18][CH:19]=O)([C:13]([O:15]CC)=O)[CH2:9][CH2:8]2)=[CH:4][CH:3]=1.Cl.[NH2:24][C@H:25]1[CH2:30][CH2:29][C@H:28]([OH:31])[CH2:27][CH2:26]1.C(N(CC)CC)C.C(O[BH-](OC(=O)C)OC(=O)C)(=O)C.[Na+]. The catalyst class is: 279. Product: [Br:1][C:2]1[CH:3]=[CH:4][C:5]([O:6][CH:7]2[CH2:8][CH2:9][C:10]3([C:13](=[O:15])[N:24]([C@H:25]4[CH2:30][CH2:29][C@H:28]([OH:31])[CH2:27][CH2:26]4)[CH2:19][CH2:18]3)[CH2:11][CH2:12]2)=[CH:21][CH:22]=1. (6) Reactant: [Cl:1][C:2]1[C:7]([C:8](O)=[O:9])=[CH:6][CH:5]=[C:4]([Cl:11])[N:3]=1.C(Cl)(=O)C([Cl:15])=O. Product: [Cl:1][C:2]1[C:7]([C:8]([Cl:15])=[O:9])=[CH:6][CH:5]=[C:4]([Cl:11])[N:3]=1. The catalyst class is: 4.